From a dataset of Forward reaction prediction with 1.9M reactions from USPTO patents (1976-2016). Predict the product of the given reaction. (1) Given the reactants Cl.[N:2]1([NH2:8])[CH2:7][CH2:6][CH2:5][CH2:4][CH2:3]1.N1C=CC=CC=1.[Cl:15][C:16]1[CH:21]=[C:20]([Cl:22])[CH:19]=[CH:18][C:17]=1[C:23]1[N:24]([C:32]2[CH:37]=[CH:36][C:35]([O:38][CH2:39][CH2:40][CH2:41][F:42])=[CH:34][CH:33]=2)[C:25]([CH3:31])=[C:26]([C:28](Cl)=[O:29])[N:27]=1, predict the reaction product. The product is: [Cl:15][C:16]1[CH:21]=[C:20]([Cl:22])[CH:19]=[CH:18][C:17]=1[C:23]1[N:24]([C:32]2[CH:37]=[CH:36][C:35]([O:38][CH2:39][CH2:40][CH2:41][F:42])=[CH:34][CH:33]=2)[C:25]([CH3:31])=[C:26]([C:28]([NH:8][N:2]2[CH2:7][CH2:6][CH2:5][CH2:4][CH2:3]2)=[O:29])[N:27]=1. (2) Given the reactants [NH2:1][C:2]1[N:7]=[C:6]([N:8]2[CH2:20][CH2:19][C:11]3([CH2:15][NH:14][C@H:13]([C:16]([OH:18])=[O:17])[CH2:12]3)[CH2:10][CH2:9]2)[CH:5]=[C:4](O[C@H](C2C=CC(Cl)=CC=2N2C=CC(C)=N2)C(F)(F)F)[N:3]=1.[Cl:40][C:41]1[CH:46]=[CH:45][C:44]([C@@H:47]([OH:52])[C:48]([F:51])([F:50])[F:49])=[C:43]([N:53]2[CH:57]=[CH:56][C:55]([CH:58]([CH3:60])[CH3:59])=[N:54]2)[CH:42]=1, predict the reaction product. The product is: [NH2:1][C:2]1[N:7]=[C:6]([N:8]2[CH2:20][CH2:19][C:11]3([CH2:15][NH:14][C@H:13]([C:16]([OH:18])=[O:17])[CH2:12]3)[CH2:10][CH2:9]2)[CH:5]=[C:4]([O:52][C@H:47]([C:44]2[CH:45]=[CH:46][C:41]([Cl:40])=[CH:42][C:43]=2[N:53]2[CH:57]=[CH:56][C:55]([CH:58]([CH3:60])[CH3:59])=[N:54]2)[C:48]([F:51])([F:50])[F:49])[N:3]=1. (3) Given the reactants [CH2:1]([C:3]1[CH:8]=[CH:7][C:6]([CH:9]2[CH2:14][N:13]([C:15]([N:17]3[CH2:22][CH2:21][CH:20]([OH:23])[CH2:19][CH2:18]3)=[O:16])[CH2:12][CH:11]([C:24](O)=[O:25])[CH2:10]2)=[CH:5][CH:4]=1)[CH3:2].O[N:28]=[C:29]([NH2:34])[CH2:30][CH2:31][O:32][CH3:33], predict the reaction product. The product is: [CH2:1]([C:3]1[CH:4]=[CH:5][C:6]([CH:9]2[CH2:10][CH:11]([C:24]3[O:25][N:34]=[C:29]([CH2:30][CH2:31][O:32][CH3:33])[N:28]=3)[CH2:12][N:13]([C:15]([N:17]3[CH2:18][CH2:19][CH:20]([OH:23])[CH2:21][CH2:22]3)=[O:16])[CH2:14]2)=[CH:7][CH:8]=1)[CH3:2]. (4) Given the reactants Cl[C:2]1[CH:7]=[C:6]([N:8]2[CH2:13][CH2:12][CH:11]([C:14]([F:17])([F:16])[F:15])[CH2:10][CH2:9]2)[C:5]([C:18]([F:21])([F:20])[F:19])=[CH:4][N:3]=1.C(Cl)(Cl)Cl.C[C:27]([N:29](C)C)=O, predict the reaction product. The product is: [F:19][C:18]([F:21])([F:20])[C:5]1[C:6]([N:8]2[CH2:13][CH2:12][CH:11]([C:14]([F:17])([F:16])[F:15])[CH2:10][CH2:9]2)=[CH:7][C:2]([C:27]#[N:29])=[N:3][CH:4]=1.